Dataset: Catalyst prediction with 721,799 reactions and 888 catalyst types from USPTO. Task: Predict which catalyst facilitates the given reaction. (1) Reactant: [F:1][C:2]1[CH:7]=[CH:6][C:5]([C:8]2[C:12]([C:13]3[CH:14]=[CH:15][C:16]4[N:17]([CH:19]=[C:20]([NH:22]C(=O)C)[N:21]=4)[N:18]=3)=[C:11]([CH:26]3[CH2:31][CH2:30][O:29][CH2:28][CH2:27]3)[N:10]([CH3:32])[N:9]=2)=[CH:4][CH:3]=1.Cl.O1CCOCC1. Product: [F:1][C:2]1[CH:7]=[CH:6][C:5]([C:8]2[C:12]([C:13]3[CH:14]=[CH:15][C:16]4[N:17]([CH:19]=[C:20]([NH2:22])[N:21]=4)[N:18]=3)=[C:11]([CH:26]3[CH2:31][CH2:30][O:29][CH2:28][CH2:27]3)[N:10]([CH3:32])[N:9]=2)=[CH:4][CH:3]=1. The catalyst class is: 5. (2) Reactant: [CH3:1][O:2][C:3]([C:7]1[S:8][CH:9]=[CH:10][N:11]=1)([O:5][CH3:6])[CH3:4].[Li]CCCC.C(Br)(Br)(Br)[Br:18]. Product: [Br:18][C:9]1[S:8][C:7]([C:3]([O:5][CH3:6])([O:2][CH3:1])[CH3:4])=[N:11][CH:10]=1. The catalyst class is: 1. (3) Reactant: [Cl:1][C:2]1[CH:3]=[C:4]([C:8](=[O:23])[C:9]([N:11]2[CH2:22][CH2:21][CH2:20][C@H:12]2[C:13]([O:15][C:16]([CH3:19])([CH3:18])[CH3:17])=[O:14])=[O:10])[CH:5]=[CH:6][CH:7]=1.Br[C:25]1[CH:26]=[N:27][CH:28]=[CH:29][CH:30]=1.[Li]CCCC. The catalyst class is: 165. Product: [Cl:1][C:2]1[CH:3]=[C:4]([C:8]([OH:23])([C:25]2[CH:26]=[N:27][CH:28]=[CH:29][CH:30]=2)[C:9]([N:11]2[CH2:22][CH2:21][CH2:20][C@H:12]2[C:13]([O:15][C:16]([CH3:18])([CH3:19])[CH3:17])=[O:14])=[O:10])[CH:5]=[CH:6][CH:7]=1. (4) Reactant: [CH:1](=O)[C:2]1[CH:7]=[CH:6][CH:5]=[CH:4][CH:3]=1.[CH3:9][N:10]([CH2:12][C:13]1[CH:31]=[CH:30][C:16](/[CH:17]=[N:18]/[C:19]2[CH:27]=[C:26]([F:28])[CH:25]=[C:24]3[C:20]=2[CH2:21][O:22][C:23]3=[O:29])=[CH:15][CH:14]=1)[CH3:11].[O-:32][CH2:33][CH3:34].[Na+].C(O)C. Product: [CH3:9][N:10]([CH2:12][C:13]1[CH:31]=[CH:30][C:16]([CH:17]2[CH:1]([C:2]3[CH:7]=[CH:6][CH:5]=[CH:4][CH:3]=3)[C:33](=[O:32])[C:34]3[C:24]([C:23]([O:22][CH2:21][CH3:20])=[O:29])=[CH:25][C:26]([F:28])=[CH:27][C:19]=3[NH:18]2)=[CH:15][CH:14]=1)[CH3:11]. The catalyst class is: 567. (5) Reactant: [C:1]([C:7]1[CH:15]=[CH:14][CH:13]=[CH:12][C:8]=1[C:9]([O-:11])=[O:10])(=[O:6])[CH2:2][CH2:3][CH2:4][CH3:5].[Na+].[O-]S([O-])(=O)=O.[Mg+2:22].[Na]. Product: [C:1]([C:7]1[CH:15]=[CH:14][CH:13]=[CH:12][C:8]=1[C:9]([O-:11])=[O:10])(=[O:6])[CH2:2][CH2:3][CH2:4][CH3:5].[Mg+2:22].[C:1]([C:7]1[CH:15]=[CH:14][CH:13]=[CH:12][C:8]=1[C:9]([O-:11])=[O:10])(=[O:6])[CH2:2][CH2:3][CH2:4][CH3:5]. The catalyst class is: 6. (6) Reactant: [CH3:1][O:2][C:3]1[CH:4]=[C:5]([C:11]2[C@H:20]3[C@H:15]([CH2:16][CH2:17][CH2:18][CH2:19]3)[C:14](=[O:21])[N:13]([CH:22]3[CH2:27][CH2:26][N:25]([C:28](=[O:45])[C@H:29]([NH:37]C(=O)OC(C)(C)C)[CH2:30][C:31]4[CH:36]=[CH:35][CH:34]=[CH:33][CH:32]=4)[CH2:24][CH2:23]3)[N:12]=2)[CH:6]=[CH:7][C:8]=1[O:9][CH3:10].Cl. Product: [NH2:37][C@H:29]([CH2:30][C:31]1[CH:32]=[CH:33][CH:34]=[CH:35][CH:36]=1)[C:28]([N:25]1[CH2:24][CH2:23][CH:22]([N:13]2[N:12]=[C:11]([C:5]3[CH:6]=[CH:7][C:8]([O:9][CH3:10])=[C:3]([O:2][CH3:1])[CH:4]=3)[C@H:20]3[C@H:15]([CH2:16][CH2:17][CH2:18][CH2:19]3)[C:14]2=[O:21])[CH2:27][CH2:26]1)=[O:45]. The catalyst class is: 12. (7) Reactant: [S-:1][C:2]#[N:3].[K+].[NH2:5][C:6]1[CH:25]=[CH:24][C:9]([O:10][C:11]2[CH:12]=[C:13]([NH:17][C:18](=[O:23])[C:19]([F:22])([F:21])[F:20])[CH:14]=[CH:15][CH:16]=2)=[C:8]([N+:26]([O-:28])=[O:27])[CH:7]=1.BrBr. Product: [NH2:3][C:2]1[S:1][C:7]2[C:8]([N+:26]([O-:28])=[O:27])=[C:9]([O:10][C:11]3[CH:12]=[C:13]([NH:17][C:18](=[O:23])[C:19]([F:22])([F:20])[F:21])[CH:14]=[CH:15][CH:16]=3)[CH:24]=[CH:25][C:6]=2[N:5]=1. The catalyst class is: 15.